This data is from Forward reaction prediction with 1.9M reactions from USPTO patents (1976-2016). The task is: Predict the product of the given reaction. (1) Given the reactants [C:1](=[O:4])([O-])O.[Na+].C[CH2:7][CH2:8][CH2:9][CH2:10][CH3:11].[C:12]([O:15][CH2:16][CH3:17])(=[O:14])[CH3:13], predict the reaction product. The product is: [O:4]=[C:1]1[CH2:11][CH2:10][CH:9]([CH2:13][C:12]([O:15][CH2:16][C:17]2[CH:7]=[CH:8][CH:9]=[CH:10][CH:11]=2)=[O:14])[CH2:8][CH2:7]1. (2) Given the reactants [CH3:1][C:2]1[S:3][C:4]([CH3:11])=[C:5]([CH2:7][C:8](O)=O)[N:6]=1.[C:12]1([NH:18][C:19](=[S:22])[NH:20][NH2:21])[CH:17]=[CH:16][CH:15]=[CH:14][CH:13]=1, predict the reaction product. The product is: [CH3:1][C:2]1[S:3][C:4]([CH3:11])=[C:5]([CH2:7][C:8]2[N:18]([C:12]3[CH:13]=[CH:14][CH:15]=[CH:16][CH:17]=3)[C:19](=[S:22])[NH:20][N:21]=2)[N:6]=1. (3) Given the reactants [Br:1][C:2]1[CH:3]=[CH:4][C:5](F)=[C:6]([CH:9]=1)[CH:7]=[O:8].[CH3:11][C@H:12]1[O:17][C@@H:16]([CH3:18])[CH2:15][NH:14][CH2:13]1.C(N(C(C)C)C(C)C)C, predict the reaction product. The product is: [Br:1][C:2]1[CH:3]=[CH:4][C:5]([N:14]2[CH2:13][C@H:12]([CH3:11])[O:17][C@H:16]([CH3:18])[CH2:15]2)=[C:6]([CH:9]=1)[CH:7]=[O:8]. (4) Given the reactants C([O:8][C:9]1[C:14]2[CH:15]=[C:16]([C:18]3[N:19]=[C:20]4[N:24]([CH:25]=3)[N:23]=[C:22]([O:26][CH3:27])[S:21]4)[O:17][C:13]=2[CH:12]=[C:11]([F:28])[CH:10]=1)C1C=CC=CC=1.CC1C(C)=C(C)C(C)=C(C)C=1.B(Cl)(Cl)Cl, predict the reaction product. The product is: [F:28][C:11]1[CH:12]=[C:13]2[O:17][C:16]([C:18]3[N:19]=[C:20]4[N:24]([CH:25]=3)[N:23]=[C:22]([O:26][CH3:27])[S:21]4)=[CH:15][C:14]2=[C:9]([OH:8])[CH:10]=1. (5) Given the reactants [N+:1]([O-:9])([O:3][CH2:4][CH2:5][CH2:6][CH2:7][OH:8])=[O:2].[CH3:10][O:11][C:12]1[N:13]=[CH:14][C:15]2[S:21][CH2:20][CH2:19][N:18]([CH2:22][C:23]3[CH:31]=[CH:30][C:26]([C:27](O)=[O:28])=[CH:25][CH:24]=3)[CH2:17][C:16]=2[N:32]=1, predict the reaction product. The product is: [CH3:10][O:11][C:12]1[N:13]=[CH:14][C:15]2[S:21][CH2:20][CH2:19][N:18]([CH2:22][C:23]3[CH:31]=[CH:30][C:26]([C:27]([O:8][CH2:7][CH2:6][CH2:5][CH2:4][O:3][N+:1]([O-:9])=[O:2])=[O:28])=[CH:25][CH:24]=3)[CH2:17][C:16]=2[N:32]=1. (6) Given the reactants [I:1][C:2]1[CH:3]=[CH:4][C:5]2[N:6]([CH:8]=[C:9]([C:11]([O:13]CC)=O)[N:10]=2)[N:7]=1.[CH3:16][NH2:17].O1CCCC1, predict the reaction product. The product is: [I:1][C:2]1[CH:3]=[CH:4][C:5]2[N:6]([CH:8]=[C:9]([C:11]([NH:17][CH3:16])=[O:13])[N:10]=2)[N:7]=1. (7) Given the reactants [NH2:1][C:2]1[CH:7]=[C:6]([CH3:8])[CH:5]=[CH:4][C:3]=1[NH:9][C:10](=[O:18])[C:11]1[CH:16]=[CH:15][C:14](Cl)=[N:13][CH:12]=1.[CH2:19]([NH2:22])[CH2:20][NH2:21], predict the reaction product. The product is: [NH2:1][C:2]1[CH:7]=[C:6]([CH3:8])[CH:5]=[CH:4][C:3]=1[NH:9][C:10](=[O:18])[C:11]1[CH:16]=[CH:15][C:14]([NH:21][CH2:20][CH2:19][NH2:22])=[N:13][CH:12]=1.